Dataset: Catalyst prediction with 721,799 reactions and 888 catalyst types from USPTO. Task: Predict which catalyst facilitates the given reaction. (1) Reactant: [NH2:1][C:2]1[C:11]2[C:6](=[CH:7][CH:8]=[C:9]([CH2:12]O)[CH:10]=2)[CH:5]=[CH:4][N:3]=1.P(Br)(Br)[Br:15]. Product: [NH2:1][C:2]1[C:11]2[C:6](=[CH:7][CH:8]=[C:9]([CH2:12][Br:15])[CH:10]=2)[CH:5]=[CH:4][N:3]=1. The catalyst class is: 1. (2) Reactant: [NH2:1][C:2]([C:4]1[CH:5]=[N:6][C:7]2[C:12]([C:13]=1[NH:14][C:15]1[CH:16]=[C:17]([CH:23]=[CH:24][CH:25]=1)[C:18]([O:20][CH2:21][CH3:22])=[O:19])=[CH:11][CH:10]=[C:9](Cl)[CH:8]=2)=[O:3].[CH3:27][O:28][C:29]1[CH:30]=[C:31](B(O)O)[CH:32]=[CH:33][CH:34]=1.C(=O)([O-])[O-].[K+].[K+]. Product: [NH2:1][C:2]([C:4]1[CH:5]=[N:6][C:7]2[C:12]([C:13]=1[NH:14][C:15]1[CH:16]=[C:17]([CH:23]=[CH:24][CH:25]=1)[C:18]([O:20][CH2:21][CH3:22])=[O:19])=[CH:11][CH:10]=[C:9]([C:33]1[CH:32]=[CH:31][CH:30]=[C:29]([O:28][CH3:27])[CH:34]=1)[CH:8]=2)=[O:3]. The catalyst class is: 70. (3) Reactant: [OH:1][CH2:2][C@@H:3]1[CH2:6][CH2:5][C@H:4]1[C:7]([O:9][CH3:10])=[O:8].[F:11][C:12]([F:20])(S(F)(=O)=O)C(O)=O.C([O-])(O)=O.[Na+]. Product: [F:11][CH:12]([F:20])[O:1][CH2:2][C@@H:3]1[CH2:6][CH2:5][C@H:4]1[C:7]([O:9][CH3:10])=[O:8]. The catalyst class is: 10. (4) Reactant: [CH2:1]([O:8][C:9]1[CH:10]=[CH:11][C:12]([C@@H:20]([O:23][Si:24]([C:27]([CH3:30])([CH3:29])[CH3:28])([CH3:26])[CH3:25])[CH2:21]Br)=[C:13]2[C:18]=1[NH:17][C:16](=[O:19])[CH:15]=[CH:14]2)[C:2]1[CH:7]=[CH:6][CH:5]=[CH:4][CH:3]=1.Cl.Cl.[NH2:33][CH2:34][CH2:35][C:36]1[CH:69]=[CH:68][C:39]([O:40][CH2:41][CH2:42][CH2:43][CH2:44][C:45]2[CH:50]=[CH:49][C:48]([OH:51])=[C:47]([C@@H:52]([C:62]3[CH:67]=[CH:66][CH:65]=[CH:64][CH:63]=3)[CH2:53][CH2:54][N:55]([CH:59]([CH3:61])[CH3:60])[CH:56]([CH3:58])[CH3:57])[CH:46]=2)=[CH:38][CH:37]=1.C(=O)([O-])O.[Na+].[I-].[K+].C(#N)CC. Product: [NH3:17].[CH2:1]([O:8][C:9]1[CH:10]=[CH:11][C:12]([C@@H:20]([O:23][Si:24]([C:27]([CH3:30])([CH3:29])[CH3:28])([CH3:26])[CH3:25])[CH2:21][NH:33][CH2:34][CH2:35][C:36]2[CH:37]=[CH:38][C:39]([O:40][CH2:41][CH2:42][CH2:43][CH2:44][C:45]3[CH:50]=[CH:49][C:48]([OH:51])=[C:47]([C@@H:52]([C:62]4[CH:63]=[CH:64][CH:65]=[CH:66][CH:67]=4)[CH2:53][CH2:54][N:55]([CH:56]([CH3:58])[CH3:57])[CH:59]([CH3:60])[CH3:61])[CH:46]=3)=[CH:68][CH:69]=2)=[C:13]2[C:18]=1[NH:17][C:16](=[O:19])[CH:15]=[CH:14]2)[C:2]1[CH:7]=[CH:6][CH:5]=[CH:4][CH:3]=1. The catalyst class is: 13. (5) Reactant: C(N1C=CN=C1)(N1C=CN=C1)=O.[F:13][C:14]1[CH:15]=[C:16]([NH2:24])[C:17](=[CH:21][C:22]=1[F:23])[C:18]([OH:20])=O.Cl.[CH2:26]([O:33][NH2:34])[C:27]1[CH:32]=[CH:31][CH:30]=[CH:29][CH:28]=1.C(N(CC)CC)C. Product: [NH2:24][C:16]1[CH:15]=[C:14]([F:13])[C:22]([F:23])=[CH:21][C:17]=1[C:18]([NH:34][O:33][CH2:26][C:27]1[CH:32]=[CH:31][CH:30]=[CH:29][CH:28]=1)=[O:20]. The catalyst class is: 1. (6) Reactant: [CH2:1]([O:3][C:4]([C:6]1[CH2:7][N:8]([CH2:20][C:21]2[CH:26]=[CH:25][CH:24]=[CH:23][CH:22]=2)[CH2:9][CH2:10][C:11]=1OS(C(F)(F)F)(=O)=O)=[O:5])[CH3:2].C(=O)([O-])[O-].[K+].[K+].[C:33]1([C:42]2[CH:47]=[CH:46][CH:45]=[CH:44][CH:43]=2)[CH:38]=[CH:37][C:36](B(O)O)=[CH:35][CH:34]=1. Product: [CH2:1]([O:3][C:4]([C:6]1[CH2:7][N:8]([CH2:20][C:21]2[CH:26]=[CH:25][CH:24]=[CH:23][CH:22]=2)[CH2:9][CH2:10][C:11]=1[C:45]1[CH:46]=[CH:47][C:42]([C:33]2[CH:38]=[CH:37][CH:36]=[CH:35][CH:34]=2)=[CH:43][CH:44]=1)=[O:5])[CH3:2]. The catalyst class is: 602. (7) Reactant: [F:1][C:2]1[CH:7]=[CH:6][C:5]([C:8](=[NH:20])[NH:9][C:10]2[CH:15]=[CH:14][C:13]([S:16]([CH3:19])(=[O:18])=[O:17])=[CH:12][CH:11]=2)=[CH:4][CH:3]=1.C(=O)(O)[O-].[Na+].Br[CH2:27][C:28](=[O:33])[C:29]([F:32])([F:31])[F:30]. Product: [F:1][C:2]1[CH:3]=[CH:4][C:5]([C:8]2[N:9]([C:10]3[CH:15]=[CH:14][C:13]([S:16]([CH3:19])(=[O:17])=[O:18])=[CH:12][CH:11]=3)[CH2:27][C:28]([OH:33])([C:29]([F:32])([F:31])[F:30])[N:20]=2)=[CH:6][CH:7]=1. The catalyst class is: 32.